From a dataset of Full USPTO retrosynthesis dataset with 1.9M reactions from patents (1976-2016). Predict the reactants needed to synthesize the given product. (1) Given the product [Cl:1][C:2]1[N:3]([C@@H:18]2[O:32][C@H:31]([CH2:33][OH:34])[C@@H:20]([OH:21])[CH2:19]2)[C:4]2[C:9]([C:10]=1[C:11]1[O:12][CH:13]=[CH:14][CH:15]=1)=[CH:8][C:7]([Cl:16])=[C:6]([Cl:17])[CH:5]=2, predict the reactants needed to synthesize it. The reactants are: [Cl:1][C:2]1[N:3]([C@@H:18]2[O:32][C@H:31]([CH2:33][O:34]C(C3C(C)=CC=CC=3)=O)[C@@H:20]([O:21]C(C3C(C)=CC=CC=3)=O)[CH2:19]2)[C:4]2[C:9]([C:10]=1[C:11]1[O:12][CH:13]=[CH:14][CH:15]=1)=[CH:8][C:7]([Cl:16])=[C:6]([Cl:17])[CH:5]=2.C[O-].[Na+].CO.C(Cl)(Cl)Cl. (2) Given the product [ClH:35].[NH2:15][C:8]1[C:7]2[N:6]=[C:5]([CH2:16][O:17][CH2:18][CH3:19])[N:4]([CH2:3][CH2:2][NH:1][C:27](=[O:34])[C:28]3[CH:33]=[CH:32][CH:31]=[CH:30][CH:29]=3)[C:12]=2[C:11]([CH3:13])=[C:10]([CH3:14])[N:9]=1, predict the reactants needed to synthesize it. The reactants are: [NH2:1][CH2:2][CH2:3][N:4]1[C:12]2[C:11]([CH3:13])=[C:10]([CH3:14])[N:9]=[C:8]([NH2:15])[C:7]=2[N:6]=[C:5]1[CH2:16][O:17][CH2:18][CH3:19].C(N(CC)CC)C.[C:27]([Cl:35])(=[O:34])[C:28]1[CH:33]=[CH:32][CH:31]=[CH:30][CH:29]=1. (3) Given the product [NH3:17].[F:5][C:4]([F:7])([F:6])[CH2:3][CH2:2][NH:17][CH2:16][CH2:14][OH:15], predict the reactants needed to synthesize it. The reactants are: Br[CH2:2][CH2:3][C:4]([F:7])([F:6])[F:5].C(=O)([O-])[O-].[K+].[K+].[CH2:14]([CH2:16][NH2:17])[OH:15]. (4) Given the product [Cl:11][C:7]1[CH:6]=[C:5]([CH:3]([OH:4])[CH:2]([NH:1][C:37]([C:26]2[CH:27]=[CH:28][CH:29]=[C:30]3[CH2:36][CH2:35][CH2:34][CH:33]=[CH:32][C:31]=23)=[O:38])[CH2:12][C:13]2[CH:18]=[CH:17][CH:16]=[C:15]([O:19][C:20]([F:25])([F:24])[CH:21]([F:23])[F:22])[CH:14]=2)[CH:10]=[CH:9][CH:8]=1, predict the reactants needed to synthesize it. The reactants are: [NH2:1][CH:2]([CH2:12][C:13]1[CH:18]=[CH:17][CH:16]=[C:15]([O:19][C:20]([F:25])([F:24])[CH:21]([F:23])[F:22])[CH:14]=1)[CH:3]([C:5]1[CH:10]=[CH:9][CH:8]=[C:7]([Cl:11])[CH:6]=1)[OH:4].[C:26]1([C:37](O)=[O:38])[CH:27]=[CH:28][CH:29]=[C:30]2[CH2:36][CH2:35][CH2:34][CH:33]=[CH:32][C:31]=12.Cl.C(N=C=NCCCN(C)C)C.O.ON1C2C=CC=CC=2N=N1.